Regression. Given a peptide amino acid sequence and an MHC pseudo amino acid sequence, predict their binding affinity value. This is MHC class I binding data. From a dataset of Peptide-MHC class I binding affinity with 185,985 pairs from IEDB/IMGT. (1) The peptide sequence is YRHDGGNVL. The MHC is Patr-A0901 with pseudo-sequence Patr-A0901. The binding affinity (normalized) is 0.366. (2) The peptide sequence is RDWFMLMPK. The MHC is HLA-A33:01 with pseudo-sequence HLA-A33:01. The binding affinity (normalized) is 0.126. (3) The peptide sequence is VLLGRLNKC. The MHC is HLA-A69:01 with pseudo-sequence HLA-A69:01. The binding affinity (normalized) is 0.0847. (4) The MHC is BoLA-JSP.1 with pseudo-sequence BoLA-JSP.1. The peptide sequence is LSVSSRCPI. The binding affinity (normalized) is 0.0641. (5) The peptide sequence is AQGYKVLVL. The binding affinity (normalized) is 0. The MHC is HLA-A23:01 with pseudo-sequence HLA-A23:01.